This data is from Catalyst prediction with 721,799 reactions and 888 catalyst types from USPTO. The task is: Predict which catalyst facilitates the given reaction. (1) Reactant: [H-].[Na+].[C:3]([O:11][CH2:12][CH3:13])(=[O:10])[CH2:4][C:5]([O:7][CH2:8][CH3:9])=[O:6].Br[CH:15]([CH3:31])[CH2:16][CH2:17][CH2:18][C:19]1[N:20]=[C:21]([C:25]2[CH:30]=[CH:29][CH:28]=[CH:27][CH:26]=2)[O:22][C:23]=1[CH3:24].Cl. Product: [CH3:24][C:23]1[O:22][C:21]([C:25]2[CH:26]=[CH:27][CH:28]=[CH:29][CH:30]=2)=[N:20][C:19]=1[CH2:18][CH2:17][CH2:16][CH2:15][CH2:31][CH:4]([C:5]([O:7][CH2:8][CH3:9])=[O:6])[C:3]([O:11][CH2:12][CH3:13])=[O:10]. The catalyst class is: 7. (2) Reactant: [N+:1]([C:4]1[CH:26]=[CH:25][C:7]([NH:8][CH2:9][CH2:10][C:11]2[N:16]=[C:15]([NH:17][C:18](=[O:24])[O:19][C:20]([CH3:23])([CH3:22])[CH3:21])[CH:14]=[CH:13][CH:12]=2)=[CH:6][CH:5]=1)([O-])=O.[H][H]. Product: [NH2:1][C:4]1[CH:26]=[CH:25][C:7]([NH:8][CH2:9][CH2:10][C:11]2[N:16]=[C:15]([NH:17][C:18](=[O:24])[O:19][C:20]([CH3:22])([CH3:21])[CH3:23])[CH:14]=[CH:13][CH:12]=2)=[CH:6][CH:5]=1. The catalyst class is: 19. (3) The catalyst class is: 6. Reactant: [CH3:1][C:2]([C:5]1[CH:6]=[CH:7][C:8]([S:11]([NH:14][C:15]2[C:16]([O:31][C:32]3[CH:33]=[CH:34][CH:35]=[CH:36][C:37]=3[O:38][CH3:39])=[C:17]([O:27][CH2:28][CH2:29][OH:30])[N:18]=[C:19]([C:21]3[N:22]=[CH:23][CH:24]=[CH:25][N:26]=3)[N:20]=2)(=[O:13])=[O:12])=[CH:9][CH:10]=1)([CH3:4])[CH3:3].[K].Cl. Product: [CH3:4][C:2]([C:5]1[CH:10]=[CH:9][C:8]([S:11]([NH:14][C:15]2[C:16]([O:31][C:32]3[CH:33]=[CH:34][CH:35]=[CH:36][C:37]=3[O:38][CH3:39])=[C:17]([O:27][CH2:28][CH2:29][OH:30])[N:18]=[C:19]([C:21]3[N:26]=[CH:25][CH:24]=[CH:23][N:22]=3)[N:20]=2)(=[O:12])=[O:13])=[CH:7][CH:6]=1)([CH3:1])[CH3:3].